From a dataset of Forward reaction prediction with 1.9M reactions from USPTO patents (1976-2016). Predict the product of the given reaction. Given the reactants [NH2:1][C:2]1[CH:3]=[C:4]2[C:8](=[C:9]([F:11])[CH:10]=1)[N:7]([CH3:12])[C:6](=[O:13])[CH2:5]2.[C:14]([O:18][C:19](=[O:25])[NH:20][CH2:21][C@H:22]1[CH2:24][O:23]1)([CH3:17])([CH3:16])[CH3:15].FC(F)(F)S([O-])(=O)=O.[Li+], predict the reaction product. The product is: [C:14]([O:18][C:19](=[O:25])[NH:20][CH2:21][C@H:22]([OH:23])[CH2:24][NH:1][C:2]1[CH:3]=[C:4]2[C:8](=[C:9]([F:11])[CH:10]=1)[N:7]([CH3:12])[C:6](=[O:13])[CH2:5]2)([CH3:16])([CH3:15])[CH3:17].